Dataset: Full USPTO retrosynthesis dataset with 1.9M reactions from patents (1976-2016). Task: Predict the reactants needed to synthesize the given product. The reactants are: [CH:1]1([CH2:11][OH:12])[C:10]2[C:5](=[CH:6][CH:7]=[CH:8][CH:9]=2)[CH2:4][CH2:3][CH2:2]1.Cl[C:14]1[N:15]=[C:16]([OH:24])[C:17]2[CH:23]=[CH:22][N:21]=[CH:20][C:18]=2[N:19]=1. Given the product [CH:1]1([CH2:11][O:12][C:14]2[N:15]=[C:16]([OH:24])[C:17]3[CH:23]=[CH:22][N:21]=[CH:20][C:18]=3[N:19]=2)[C:10]2[C:5](=[CH:6][CH:7]=[CH:8][CH:9]=2)[CH2:4][CH2:3][CH2:2]1, predict the reactants needed to synthesize it.